This data is from Reaction yield outcomes from USPTO patents with 853,638 reactions. The task is: Predict the reaction yield, written as a fraction of the theoretical maximum amount of product (1.0 means a 100% yield; for example, 0.34 means a 34% yield). (1) The catalyst is O.CN(C)C=O.C(N(CC)CC)C. The yield is 0.970. The product is [Cl:1][C:2]1[S:6][C:5]([S:7]([NH:10][C:11]2[CH:12]=[CH:13][CH:14]=[C:15]3[C:19]=2[NH:18][C:17]([C:20]([NH:46][CH2:45][CH2:44][S:43][C:24]([C:31]2[CH:36]=[CH:35][CH:34]=[CH:33][CH:32]=2)([C:25]2[CH:26]=[CH:27][CH:28]=[CH:29][CH:30]=2)[C:37]2[CH:42]=[CH:41][CH:40]=[CH:39][CH:38]=2)=[O:21])=[CH:16]3)(=[O:8])=[O:9])=[CH:4][CH:3]=1. The reactants are [Cl:1][C:2]1[S:6][C:5]([S:7]([NH:10][C:11]2[CH:12]=[CH:13][CH:14]=[C:15]3[C:19]=2[NH:18][C:17]([C:20](O)=[O:21])=[CH:16]3)(=[O:9])=[O:8])=[CH:4][CH:3]=1.Cl.[C:24]([S:43][CH2:44][CH2:45][NH2:46])([C:37]1[CH:42]=[CH:41][CH:40]=[CH:39][CH:38]=1)([C:31]1[CH:36]=[CH:35][CH:34]=[CH:33][CH:32]=1)[C:25]1[CH:30]=[CH:29][CH:28]=[CH:27][CH:26]=1.N1(O)C2C=CC=CC=2N=N1.Cl.CN(C)CCCN=C=NCC. (2) The reactants are Br[C:2]1[CH:19]=[C:18]2[C:5]([CH2:6][C:7]3([C:11]42[N:15]=[C:14]([NH2:16])[C:13]([CH3:17])=[N:12]4)[CH2:10][CH2:9][CH2:8]3)=[CH:4][CH:3]=1.[C:20]([C:23]1[CH:24]=[C:25](B(O)O)[CH:26]=[N:27][CH:28]=1)#[C:21][CH3:22]. No catalyst specified. The product is [CH3:17][C:13]1[C:14]([NH2:16])=[N:15][C:11]2([C:18]3[C:5](=[CH:4][CH:3]=[C:2]([C:25]4[CH:26]=[N:27][CH:28]=[C:23]([C:20]#[C:21][CH3:22])[CH:24]=4)[CH:19]=3)[CH2:6][C:7]32[CH2:10][CH2:9][CH2:8]3)[N:12]=1. The yield is 0.680. (3) The reactants are [NH:1]1[CH:5]=[CH:4][N:3]=[C:2]1[CH:6]=[O:7].CCN(CC)CC.[S:15](Cl)([C:18]1[CH:24]=[CH:23][C:21]([CH3:22])=[CH:20][CH:19]=1)(=[O:17])=[O:16]. The catalyst is C(Cl)Cl. The product is [C:21]1([CH3:22])[CH:23]=[CH:24][C:18]([S:15]([N:1]2[CH:5]=[CH:4][N:3]=[C:2]2[CH:6]=[O:7])(=[O:17])=[O:16])=[CH:19][CH:20]=1. The yield is 0.580. (4) The reactants are [CH3:1][N:2]([C:6]1[CH:11]=[CH:10][CH:9]=[CH:8][CH:7]=1)[C:3](=[O:5])[CH3:4].[S:12]([Cl:16])(=O)(=[O:14])[OH:13]. The catalyst is ClCCl.O. The product is [CH3:1][N:2]([C:6]1[CH:11]=[CH:10][C:9]([S:12]([Cl:16])(=[O:14])=[O:13])=[CH:8][CH:7]=1)[C:3](=[O:5])[CH3:4]. The yield is 0.110. (5) The reactants are [OH:1][C:2]1[C:7]([N+:8]([O-:10])=[O:9])=[CH:6][CH:5]=[CH:4][C:3]=1[C:11](=[O:24])/[CH:12]=[CH:13]/[C:14]1[CH:19]=[CH:18][CH:17]=[CH:16][C:15]=1[C:20]([F:23])([F:22])[F:21]. The catalyst is CS(C)=O.O1CCOCC1. The product is [N+:8]([C:7]1[CH:6]=[CH:5][CH:4]=[C:3]2[C:2]=1[O:1][C:13]([C:14]1[CH:19]=[CH:18][CH:17]=[CH:16][C:15]=1[C:20]([F:21])([F:22])[F:23])=[CH:12][C:11]2=[O:24])([O-:10])=[O:9]. The yield is 0.920. (6) The reactants are [Cl:1][C:2]1[C:3]([F:40])=[C:4]([C@@H:8]2[C@:12]([C:15]3[CH:20]=[CH:19][C:18]([Cl:21])=[CH:17][C:16]=3[F:22])([C:13]#[N:14])[C@H:11]([CH2:23][C:24]([CH3:27])([CH3:26])[CH3:25])[CH2:10][N:9]2C(NC2C=CC=CC=2C(O)=O)=O)[CH:5]=[CH:6][CH:7]=1.[CH3:41][CH2:42][N:43](C(C)C)C(C)C.CN(C([O:57]N1N=NC2C=CC=NC1=2)=[N+](C)C)C.F[P-](F)(F)(F)(F)F.[Cl-].[NH4+]. The catalyst is CN(C)C=O. The product is [Cl:1][C:2]1[C:3]([F:40])=[C:4]([C@@H:8]2[C@:12]([C:15]3[CH:20]=[CH:19][C:18]([Cl:21])=[CH:17][C:16]=3[F:22])([C:13]#[N:14])[C@H:11]([CH2:23][C:24]([CH3:27])([CH3:25])[CH3:26])[CH2:10][N:9]2[CH2:41][C:42]([NH2:43])=[O:57])[CH:5]=[CH:6][CH:7]=1. The yield is 0.161. (7) The reactants are [Na].[Cl-].[NH4+].[CH3:4][CH:5]([O:9][C:10]([CH3:12])=[O:11])[CH2:6][O:7][CH3:8].C(OCC)(=O)C. No catalyst specified. The product is [CH3:4][CH:5]([O:9][C:10]([CH3:12])=[O:11])[CH2:6][O:7][CH3:8]. The yield is 0.300. (8) The yield is 0.750. The reactants are [C:1]([SiH2:5][O:6][C:7]([CH3:17])([CH3:16])[C:8]1[CH:9]=[C:10]([CH2:14]O)[CH:11]=[CH:12][CH:13]=1)([CH3:4])([CH3:3])[CH3:2].[CH2:18]([N:20](CC)CC)C.CS(Cl)(=O)=O.[C-]#N.[Na+]. The product is [C:1]([SiH2:5][O:6][C:7]([CH3:17])([CH3:16])[C:8]1[CH:9]=[C:10]([CH2:14][C:18]#[N:20])[CH:11]=[CH:12][CH:13]=1)([CH3:4])([CH3:3])[CH3:2]. The catalyst is ClCCl.CN(C=O)C. (9) The reactants are [Br-].[Mg+2].[Br-].[C:4]([O:10][CH2:11][N:12]1[C:21](=[O:22])[C:20]2[C:15](=[CH:16][CH:17]=[CH:18][C:19]=2[O:23]C)[N:14]=[CH:13]1)(=[O:9])[C:5]([CH3:8])([CH3:7])[CH3:6]. The catalyst is N1C=CC=CC=1. The product is [C:4]([O:10][CH2:11][N:12]1[C:21](=[O:22])[C:20]2[C:15](=[CH:16][CH:17]=[CH:18][C:19]=2[OH:23])[N:14]=[CH:13]1)(=[O:9])[C:5]([CH3:8])([CH3:7])[CH3:6]. The yield is 0.900.